The task is: Predict which catalyst facilitates the given reaction.. This data is from Catalyst prediction with 721,799 reactions and 888 catalyst types from USPTO. (1) Reactant: [N:1]1([C:7]([C:9]2[C:10]3[CH2:27][S:26](=[O:29])(=[O:28])[C:25]4[CH:24]=[CH:23][CH:22]=[CH:21][C:20]=4[C:11]=3[N:12]([C:14]3[CH:19]=[CH:18][CH:17]=[CH:16][CH:15]=3)[N:13]=2)=[O:8])[CH2:6][CH2:5][O:4][CH2:3][CH2:2]1.[H-].[Na+].[CH2:32](Br)[C:33]1[CH:38]=[CH:37][CH:36]=[CH:35][CH:34]=1. Product: [CH2:32]([CH:27]1[C:10]2[C:9]([C:7]([N:1]3[CH2:6][CH2:5][O:4][CH2:3][CH2:2]3)=[O:8])=[N:13][N:12]([C:14]3[CH:15]=[CH:16][CH:17]=[CH:18][CH:19]=3)[C:11]=2[C:20]2[CH:21]=[CH:22][CH:23]=[CH:24][C:25]=2[S:26]1(=[O:28])=[O:29])[C:33]1[CH:38]=[CH:37][CH:36]=[CH:35][CH:34]=1. The catalyst class is: 1. (2) Reactant: Br[C:2]1[C:3]([Cl:15])=[CH:4][C:5]2[CH:9]=[C:8]([C:10]([O:12][CH3:13])=[O:11])[S:7][C:6]=2[CH:14]=1.[CH3:16][S:17]([NH2:20])(=[O:19])=[O:18].CC1(C)C2C(=C(P(C3C=CC=CC=3)C3C=CC=CC=3)C=CC=2)OC2C(P(C3C=CC=CC=3)C3C=CC=CC=3)=CC=CC1=2.C([O-])([O-])=O.[Cs+].[Cs+]. Product: [Cl:15][C:3]1[C:2]([NH:20][S:17]([CH3:16])(=[O:19])=[O:18])=[CH:14][C:6]2[S:7][C:8]([C:10]([O:12][CH3:13])=[O:11])=[CH:9][C:5]=2[CH:4]=1. The catalyst class is: 12. (3) Reactant: C(OC([N:8]1[CH2:13][CH2:12][N:11]([C:14]2[C:23]3[C:18](=[CH:19][C:20]([Cl:26])=[C:21]([C:24]#[N:25])[CH:22]=3)[N:17]=[CH:16][N:15]=2)[CH2:10][CH:9]1[C:27](=[O:29])[NH2:28])=O)(C)(C)C.C(O)(C(F)(F)F)=O. Product: [Cl:26][C:20]1[CH:19]=[C:18]2[C:23]([C:14]([N:11]3[CH2:12][CH2:13][NH:8][CH:9]([C:27]([NH2:28])=[O:29])[CH2:10]3)=[N:15][CH:16]=[N:17]2)=[CH:22][C:21]=1[C:24]#[N:25]. The catalyst class is: 4. (4) Reactant: C[O:2][C:3]([C:5]1[S:6][C:7]([C:26]#[C:27][C:28]([CH3:31])([CH3:30])[CH3:29])=[CH:8][C:9]=1[N:10]1[CH:15]([CH:16]2[CH2:21][CH2:20][CH2:19][CH2:18][CH2:17]2)[CH2:14][CH2:13][C@@H:12]([CH2:22][CH2:23][OH:24])[C:11]1=[O:25])=[O:4].O[Li].O.Cl. Product: [CH:16]1([CH:15]2[N:10]([C:9]3[CH:8]=[C:7]([C:26]#[C:27][C:28]([CH3:31])([CH3:30])[CH3:29])[S:6][C:5]=3[C:3]([OH:4])=[O:2])[C:11](=[O:25])[C@H:12]([CH2:22][CH2:23][OH:24])[CH2:13][CH2:14]2)[CH2:17][CH2:18][CH2:19][CH2:20][CH2:21]1. The catalyst class is: 278. (5) Reactant: C1(P(C2C=CC=CC=2)C2C=CC=CC=2)C=CC=CC=1.[CH2:20]([O:22][C:23](=O)[CH2:24][N:25]([CH2:33][CH2:34][N:35]=[N+]=[N-])[CH2:26][C:27]1[CH:32]=[CH:31][CH:30]=[CH:29][CH:28]=1)[CH3:21].C(N1CCN(CC)C(=O)C1)C1C=CC=CC=1. Product: [CH2:26]([N:25]1[CH2:24][C:23]([O:22][CH2:20][CH3:21])=[N:35][CH2:34][CH2:33]1)[C:27]1[CH:32]=[CH:31][CH:30]=[CH:29][CH:28]=1. The catalyst class is: 11. (6) Reactant: [Br:1][C:2]1[CH:3]=[C:4]([CH:19]=[C:20]([OH:22])[CH:21]=1)[C:5]([NH:7][C:8]1[CH:13]=[CH:12][CH:11]=[CH:10][C:9]=1[CH2:14][C:15]([O:17][CH3:18])=[O:16])=[O:6].[N:23]1[CH:28]=[CH:27][CH:26]=[N:25][C:24]=1[CH2:29]O.C1(P(C2C=CC=CC=2)C2C=CC=CC=2)C=CC=CC=1.CCOC(/N=N/C(OCC)=O)=O. Product: [Br:1][C:2]1[CH:3]=[C:4]([CH:19]=[C:20]([O:22][CH2:29][C:24]2[N:25]=[CH:26][CH:27]=[CH:28][N:23]=2)[CH:21]=1)[C:5]([NH:7][C:8]1[CH:13]=[CH:12][CH:11]=[CH:10][C:9]=1[CH2:14][C:15]([O:17][CH3:18])=[O:16])=[O:6]. The catalyst class is: 49. (7) Reactant: [NH2:1][C@H:2]([C:6]([NH:8][C@H:9]([C:17]([NH:19][C:20]1[CH:25]=[CH:24][C:23]([CH2:26][O:27][C:28](=[O:70])[NH:29][CH2:30][CH2:31][NH:32][C:33](=[O:69])[CH2:34][C@H:35]2[O:42][C@H:41](/[CH:43]=[CH:44]/[C:45](/[CH3:67])=[CH:46]/[CH2:47][C@H:48]3[C@@H:53]([CH3:54])[CH2:52][C@@H:51]([NH:55][C:56](=[O:65])/[CH:57]=[CH:58]\[C@@H:59]([O:61][C:62](=[O:64])[CH3:63])[CH3:60])[C@@H:50]([CH3:66])[O:49]3)[C@@H:40]([OH:68])[C@@:37]3([O:39][CH2:38]3)[CH2:36]2)=[CH:22][CH:21]=1)=[O:18])[CH2:10][CH2:11][CH2:12][NH:13][C:14](=[O:16])[NH2:15])=[O:7])[CH:3]([CH3:5])[CH3:4].C(N(CC)C(C)C)(C)C.[Br:80][CH2:81][C:82](=[O:118])[NH:83][CH2:84][CH2:85][O:86][CH2:87][CH2:88][O:89][CH2:90][CH2:91][O:92][CH2:93][CH2:94][O:95][CH2:96][CH2:97][O:98][CH2:99][CH2:100][O:101][CH2:102][CH2:103][C:104](OC1C(F)=C(F)C(F)=C(F)C=1F)=[O:105]. Product: [Br:80][CH2:81][C:82](=[O:118])[NH:83][CH2:84][CH2:85][O:86][CH2:87][CH2:88][O:89][CH2:90][CH2:91][O:92][CH2:93][CH2:94][O:95][CH2:96][CH2:97][O:98][CH2:99][CH2:100][O:101][CH2:102][CH2:103][C:104]([NH:1][C@H:2]([C:6]([NH:8][C@H:9]([C:17]([NH:19][C:20]1[CH:21]=[CH:22][C:23]([CH2:26][O:27][C:28](=[O:70])[NH:29][CH2:30][CH2:31][NH:32][C:33](=[O:69])[CH2:34][C@H:35]2[O:42][C@H:41](/[CH:43]=[CH:44]/[C:45](/[CH3:67])=[CH:46]/[CH2:47][C@H:48]3[C@@H:53]([CH3:54])[CH2:52][C@@H:51]([NH:55][C:56](=[O:65])/[CH:57]=[CH:58]\[C@@H:59]([O:61][C:62](=[O:64])[CH3:63])[CH3:60])[C@@H:50]([CH3:66])[O:49]3)[C@@H:40]([OH:68])[C@@:37]3([O:39][CH2:38]3)[CH2:36]2)=[CH:24][CH:25]=1)=[O:18])[CH2:10][CH2:11][CH2:12][NH:13][C:14](=[O:16])[NH2:15])=[O:7])[CH:3]([CH3:5])[CH3:4])=[O:105]. The catalyst class is: 9. (8) Reactant: CO[C:3](=[O:14])[C:4]1[C:9]([Cl:10])=[CH:8][C:7]([Br:11])=[CH:6][C:5]=1[CH2:12]Br.[CH:15]1([NH:18]C)[CH2:17][CH2:16]1.[C:20]([O-])([O-])=O.[K+].[K+].C(OCC)(=O)C. Product: [Br:11][C:7]1[CH:6]=[C:5]2[C:4](=[C:9]([Cl:10])[CH:8]=1)[C:3](=[O:14])[N:18]([CH:15]1[CH2:17][CH2:16]1)[CH:12]2[CH3:20]. The catalyst class is: 345. (9) Reactant: [Br:1][CH2:2][C:3](Br)=[O:4].[C:6]([O:10][C:11](=[O:25])[NH:12][C:13]([CH3:24])([CH3:23])[CH2:14][NH:15][C:16]1[CH:21]=[CH:20][CH:19]=[CH:18][C:17]=1[Cl:22])([CH3:9])([CH3:8])[CH3:7].C(=O)(O)[O-].[Na+]. Product: [C:6]([O:10][C:11](=[O:25])[NH:12][C:13]([CH3:24])([CH3:23])[CH2:14][N:15]([C:3](=[O:4])[CH2:2][Br:1])[C:16]1[CH:21]=[CH:20][CH:19]=[CH:18][C:17]=1[Cl:22])([CH3:9])([CH3:7])[CH3:8]. The catalyst class is: 80. (10) Reactant: C([O:9][CH2:10][CH2:11][O:12][CH2:13][CH2:14][N:15]1[C:23]2[C:22](Cl)=[N:21][CH:20]=[N:19][C:18]=2[CH:17]=[CH:16]1)(=O)C1C=CC=CC=1.[Cl:25][C:26]1[CH:27]=[C:28]([CH:30]=[CH:31][C:32]=1[O:33][C:34]1[CH:39]=[CH:38][CH:37]=[C:36]([C:40]([F:43])([F:42])[F:41])[CH:35]=1)[NH2:29].CN1CCCC1=O.C(=O)([O-])O.[Na+]. Product: [Cl:25][C:26]1[CH:27]=[C:28]([NH:29][C:22]2[C:23]3[N:15]([CH2:14][CH2:13][O:12][CH2:11][CH2:10][OH:9])[CH:16]=[CH:17][C:18]=3[N:19]=[CH:20][N:21]=2)[CH:30]=[CH:31][C:32]=1[O:33][C:34]1[CH:39]=[CH:38][CH:37]=[C:36]([C:40]([F:42])([F:43])[F:41])[CH:35]=1. The catalyst class is: 6.